This data is from Reaction yield outcomes from USPTO patents with 853,638 reactions. The task is: Predict the reaction yield, written as a fraction of the theoretical maximum amount of product (1.0 means a 100% yield; for example, 0.34 means a 34% yield). (1) The reactants are C(OC([NH:11][C@H:12]1[CH2:17][CH2:16][CH2:15][CH2:14][C@@:13]1([CH2:22][CH3:23])[C:18]([O:20][CH3:21])=[O:19])=O)C1C=CC=CC=1. The catalyst is CO.[Pd]. The product is [NH2:11][C@H:12]1[CH2:17][CH2:16][CH2:15][CH2:14][C@@:13]1([CH2:22][CH3:23])[C:18]([O:20][CH3:21])=[O:19]. The yield is 0.880. (2) The reactants are [N+:1]([C:4]1[N:9]=[CH:8][C:7]([N:10]2[CH2:15][CH2:14][NH:13][CH2:12][CH2:11]2)=[CH:6][CH:5]=1)([O-:3])=[O:2].C(N(CC)CC)C.[C:23](Cl)(=[O:28])[C:24]([CH3:27])([CH3:26])[CH3:25]. The catalyst is ClCCl. The product is [CH3:25][C:24]([CH3:27])([CH3:26])[C:23]([N:13]1[CH2:12][CH2:11][N:10]([C:7]2[CH:8]=[N:9][C:4]([N+:1]([O-:3])=[O:2])=[CH:5][CH:6]=2)[CH2:15][CH2:14]1)=[O:28]. The yield is 0.590. (3) The reactants are C([O:8][C:9]1[CH:14]=[CH:13][N:12]=[C:11]([C:15]2[CH:20]=[CH:19][C:18]([CH2:21][C:22]#[N:23])=[CH:17][CH:16]=2)[N:10]=1)C1C=CC=CC=1. The catalyst is FC(F)(F)C(O)=O. The product is [OH:8][C:9]1[CH:14]=[CH:13][N:12]=[C:11]([C:15]2[CH:20]=[CH:19][C:18]([CH2:21][C:22]#[N:23])=[CH:17][CH:16]=2)[N:10]=1. The yield is 0.850. (4) The reactants are [NH2:1][C:2]1[S:6][C:5]([NH:7][C:8]2[CH:17]=[CH:16][C:15]3[C:10](=[CH:11][CH:12]=[CH:13][CH:14]=3)[CH:9]=2)=[N:4][C:3]=1[C:18]([NH2:20])=[O:19].[Cl:21][CH2:22][C:23]1[CH:31]=[CH:30][C:26]([C:27](Cl)=[O:28])=[CH:25][CH:24]=1.[N:32]1[CH:37]=[CH:36][CH:35]=[CH:34][CH:33]=1. The catalyst is CN(C1C=CN=CC=1)C. The product is [Cl-:21].[C:18]([C:3]1[N:4]=[C:5]([NH:7][C:8]2[CH:17]=[CH:16][C:15]3[C:10](=[CH:11][CH:12]=[CH:13][CH:14]=3)[CH:9]=2)[S:6][C:2]=1[NH:1][C:27]([C:26]1[CH:30]=[CH:31][C:23]([CH2:22][N+:32]2[CH:37]=[CH:36][CH:35]=[CH:34][CH:33]=2)=[CH:24][CH:25]=1)=[O:28])(=[O:19])[NH2:20]. The yield is 0.100.